Predict the reactants needed to synthesize the given product. From a dataset of Full USPTO retrosynthesis dataset with 1.9M reactions from patents (1976-2016). (1) Given the product [F:30][C:31]([F:36])([F:35])[C:32]([OH:34])=[O:33].[F:30][C:31]([F:36])([F:35])[C:32]([OH:34])=[O:33].[CH3:22][N:20]1[N:19]=[N:18][C:17]([CH:9]2[CH2:8][NH:13][CH2:12][CH2:11][NH:10]2)=[N:21]1, predict the reactants needed to synthesize it. The reactants are: C(OC([CH:8]1[NH:13][CH2:12][CH2:11][N:10](C(O)=O)[C:9]1(C(OC(C)(C)C)=O)[C:17]1[N:18]=[N:19][N:20]([CH3:22])[N:21]=1)=O)(C)(C)C.[F:30][C:31]([F:36])([F:35])[C:32]([OH:34])=[O:33]. (2) Given the product [Br:13][CH2:14][C:15]1[CH:16]=[CH:17][C:18]([S:21]([N:1]2[CH2:5][CH2:4][CH2:3][CH2:2]2)(=[O:23])=[O:22])=[CH:19][CH:20]=1, predict the reactants needed to synthesize it. The reactants are: [NH:1]1[CH2:5][CH2:4][CH2:3][CH2:2]1.C(N(CC)CC)C.[Br:13][CH2:14][C:15]1[CH:20]=[CH:19][C:18]([S:21](Cl)(=[O:23])=[O:22])=[CH:17][CH:16]=1. (3) Given the product [F:27][C:17]([CH3:20])([CH3:18])[CH2:16][N:13]1[CH2:14][CH2:15][CH:10]([CH2:9][O:8][C:5]2[CH:4]=[N:3][C:2]([I:1])=[CH:7][N:6]=2)[CH2:11][CH2:12]1, predict the reactants needed to synthesize it. The reactants are: [I:1][C:2]1[N:3]=[CH:4][C:5]([O:8][CH2:9][CH:10]2[CH2:15][CH2:14][N:13]([CH2:16][C:17]([CH3:20])(O)[CH3:18])[CH2:12][CH2:11]2)=[N:6][CH:7]=1.CCN(S(F)(F)[F:27])CC.O. (4) Given the product [CH3:1][C:2]1[CH:11]=[C:10]([OH:12])[CH:9]=[CH:8][C:3]=1[C:4]([OH:6])=[O:5], predict the reactants needed to synthesize it. The reactants are: [CH3:1][C:2]1[CH:11]=[C:10]([O:12][Si](C)(C)C)[CH:9]=[CH:8][C:3]=1[C:4]([O:6]C)=[O:5].[Li+].[OH-].Cl. (5) Given the product [ClH:1].[CH3:8][S:9]([C:12]1[CH:13]=[CH:14][C:15]([O:18][CH2:19][CH2:20][C@H:21]2[CH2:23][C@@H:22]2[CH:24]2[CH2:29][CH2:28][NH:27][CH2:26][CH2:25]2)=[N:16][CH:17]=1)(=[O:10])=[O:11], predict the reactants needed to synthesize it. The reactants are: [ClH:1].O1CCOCC1.[CH3:8][S:9]([C:12]1[CH:13]=[CH:14][C:15]([O:18][CH2:19][CH2:20][C@H:21]2[CH2:23][C@@H:22]2[CH:24]2[CH2:29][CH2:28][N:27](C(OC(C)(C)C)=O)[CH2:26][CH2:25]2)=[N:16][CH:17]=1)(=[O:11])=[O:10].